Predict the product of the given reaction. From a dataset of Forward reaction prediction with 1.9M reactions from USPTO patents (1976-2016). Given the reactants [CH2:1]([S:3][C:4]1[N:5]([C:17]2[CH:22]=[CH:21][C:20]([O:23][CH2:24][C:25]([F:28])([F:27])[F:26])=[CH:19][CH:18]=2)[C:6](=[O:16])[C:7]2[CH:13]=[CH:12][C:11]([O:14]C)=[N:10][C:8]=2[N:9]=1)[CH3:2].Cl.N1C=CC=CC=1.Cl, predict the reaction product. The product is: [CH2:1]([S:3][C:4]1[N:5]([C:17]2[CH:22]=[CH:21][C:20]([O:23][CH2:24][C:25]([F:27])([F:28])[F:26])=[CH:19][CH:18]=2)[C:6](=[O:16])[C:7]2[CH:13]=[CH:12][C:11](=[O:14])[NH:10][C:8]=2[N:9]=1)[CH3:2].